Predict the reactants needed to synthesize the given product. From a dataset of Full USPTO retrosynthesis dataset with 1.9M reactions from patents (1976-2016). (1) Given the product [CH2:13]([O:12][C:11]1[C:10]([Br:20])=[CH:9][CH:8]=[C:5]2[C:4]=1[N:3]=[C:22]([C:21]([OH:26])=[O:25])[CH:24]=[CH:6]2)[C:14]1[CH:19]=[CH:18][CH:17]=[CH:16][CH:15]=1, predict the reactants needed to synthesize it. The reactants are: [OH-].[Na+].[NH2:3][C:4]1[C:11]([O:12][CH2:13][C:14]2[CH:19]=[CH:18][CH:17]=[CH:16][CH:15]=2)=[C:10]([Br:20])[CH:9]=[CH:8][C:5]=1[CH:6]=O.[C:21]([OH:26])(=[O:25])[C:22]([CH3:24])=O. (2) Given the product [Br:1][C:2]1[CH:3]=[CH:4][C:5]([CH2:6][N:7]2[C:11]3[CH:12]=[CH:13][C:14]([O:16][CH2:17][C:18]4[CH:27]=[CH:26][C:25]5[C:20](=[CH:21][CH:22]=[CH:23][CH:24]=5)[N:19]=4)=[CH:15][C:10]=3[N:9]=[C:8]2[CH2:28][C:29]([CH3:30])([C:33]2[CH:32]=[CH:31][CH:43]=[CH:42][CH:41]=2)[C:34]([O:36][CH2:37][CH3:38])=[O:35])=[CH:39][CH:40]=1, predict the reactants needed to synthesize it. The reactants are: [Br:1][C:2]1[CH:40]=[CH:39][C:5]([CH2:6][N:7]2[C:11]3[CH:12]=[CH:13][C:14]([O:16][CH2:17][C:18]4[CH:27]=[CH:26][C:25]5[C:20](=[CH:21][CH:22]=[CH:23][CH:24]=5)[N:19]=4)=[CH:15][C:10]=3[N:9]=[C:8]2[CH2:28][C:29]2([C:34]([O:36][CH2:37][CH3:38])=[O:35])[CH2:33][CH2:32][CH2:31][CH2:30]2)=[CH:4][CH:3]=1.[CH3:41][C:42]1(C2C=CC=CC=2)CC(=O)O[C:43]1=O. (3) Given the product [CH2:22]([NH:21][C:19]([N:16]1[CH2:15][CH2:14][CH:13]([NH:12][C:11]2[CH:10]=[CH:9][C:8]([O:7][CH2:6][CH2:5][NH:4][CH2:34][C@H:33]([OH:32])[CH2:35][O:36][C:37]3[C:45]4[NH:44][C:43](=[O:46])[NH:42][C:41]=4[CH:40]=[CH:39][CH:38]=3)=[CH:31][CH:30]=2)[CH2:18][CH2:17]1)=[O:20])[CH2:23][CH2:24][CH2:25][CH2:26][CH2:27][CH2:28][CH3:29], predict the reactants needed to synthesize it. The reactants are: C(O)=O.[NH2:4][CH2:5][CH2:6][O:7][C:8]1[CH:31]=[CH:30][C:11]([NH:12][CH:13]2[CH2:18][CH2:17][N:16]([C:19]([NH:21][CH2:22][CH2:23][CH2:24][CH2:25][CH2:26][CH2:27][CH2:28][CH3:29])=[O:20])[CH2:15][CH2:14]2)=[CH:10][CH:9]=1.[O:32]1[CH2:34][C@H:33]1[CH2:35][O:36][C:37]1[C:45]2[NH:44][C:43](=[O:46])[NH:42][C:41]=2[CH:40]=[CH:39][CH:38]=1. (4) The reactants are: [F:1][C:2]1[CH:3]=[C:4]([NH:9][C:10]2[N:18]=[CH:17][CH:16]=[CH:15][C:11]=2[C:12]([OH:14])=O)[CH:5]=[CH:6][C:7]=1[F:8].Cl.[NH2:20][C:21]([CH3:26])([CH2:24][CH3:25])[C:22]#[CH:23].C1C=CC2N(O)N=NC=2C=1.CCN=C=NCCCN(C)C.CCN(C(C)C)C(C)C. Given the product [F:1][C:2]1[CH:3]=[C:4]([NH:9][C:10]2[N:18]=[CH:17][CH:16]=[CH:15][C:11]=2[C:12]([NH:20][C:21]([CH3:26])([CH2:24][CH3:25])[C:22]#[CH:23])=[O:14])[CH:5]=[CH:6][C:7]=1[F:8], predict the reactants needed to synthesize it. (5) Given the product [CH3:7][O:8][CH:9]([O:12][CH3:13])[CH2:10][NH:5][CH2:4][CH2:3][CH:2]([CH3:6])[CH3:1], predict the reactants needed to synthesize it. The reactants are: [CH3:1][CH:2]([CH3:6])[CH2:3][CH2:4][NH2:5].[CH3:7][O:8][CH:9]([O:12][CH3:13])[CH:10]=O. (6) The reactants are: [CH2:1]([C:4]1[NH:9][C:8](=[O:10])[C:7]([Cl:11])=[CH:6][N:5]=1)[CH2:2][CH3:3].C1C=CC(P(C2C=CC=CC=2)C2C=CC=CC=2)=CC=1.[CH2:31](O)[C:32]1[CH:37]=[CH:36][CH:35]=[CH:34][CH:33]=1. Given the product [CH2:31]([N:9]1[C:8](=[O:10])[C:7]([Cl:11])=[CH:6][N:5]=[C:4]1[CH2:1][CH2:2][CH3:3])[C:32]1[CH:37]=[CH:36][CH:35]=[CH:34][CH:33]=1, predict the reactants needed to synthesize it. (7) Given the product [CH2:1]([C:5]1[CH:10]=[CH:9][CH:8]=[CH:7][CH:6]=1)[CH2:2][CH2:3][CH3:4].[CH:2]([C:5]1[CH:10]=[CH:9][CH:8]=[CH:7][CH:6]=1)([CH2:3][CH3:4])[CH3:1], predict the reactants needed to synthesize it. The reactants are: [CH2:1]=[CH:2][CH2:3][CH3:4].[CH:5]1[CH:10]=[CH:9][CH:8]=[CH:7][CH:6]=1. (8) Given the product [OH:26][CH2:27][CH2:28][O:29][C:30]1[CH:31]=[CH:32][C:33]([C:36]2[N:37]=[C:38]([C:49](=[O:53])[CH:50]([CH3:51])[CH3:52])[O:39][C:40]=2[C:41]2[CH:46]=[CH:45][C:44]([O:47][CH3:48])=[CH:43][CH:42]=2)=[CH:34][CH:35]=1, predict the reactants needed to synthesize it. The reactants are: [F-].C([N+](CCCC)(CCCC)CCCC)CCC.[Si]([O:26][CH2:27][CH2:28][O:29][C:30]1[CH:35]=[CH:34][C:33]([C:36]2[N:37]=[C:38]([C:49](=[O:53])[CH:50]([CH3:52])[CH3:51])[O:39][C:40]=2[C:41]2[CH:46]=[CH:45][C:44]([O:47][CH3:48])=[CH:43][CH:42]=2)=[CH:32][CH:31]=1)(C(C)(C)C)(C)C.